This data is from Forward reaction prediction with 1.9M reactions from USPTO patents (1976-2016). The task is: Predict the product of the given reaction. (1) Given the reactants [F:1][C:2]1([F:24])[CH2:7][CH2:6][CH:5]([C:8]([N:10]2[CH2:15][CH2:14][N:13](C(OC(C)(C)C)=O)[CH2:12][C@H:11]2[CH3:23])=[O:9])[CH2:4][CH2:3]1.FC(F)(F)C(O)=O.C([O-])([O-])=O.[K+].[K+], predict the reaction product. The product is: [F:24][C:2]1([F:1])[CH2:3][CH2:4][CH:5]([C:8]([N:10]2[CH2:15][CH2:14][NH:13][CH2:12][C@@H:11]2[CH3:23])=[O:9])[CH2:6][CH2:7]1. (2) Given the reactants C[Si]([N-][Si](C)(C)C)(C)C.[Na+].[CH3:11][O:12][C:13]1[CH:18]=[CH:17][C:16]([CH2:19][C:20]([OH:22])=O)=[CH:15][CH:14]=1.[Cl:23][C:24]1[CH:33]=[CH:32][CH:31]=[CH:30][C:25]=1C(OC)=O.CCOCC, predict the reaction product. The product is: [Cl:23][C:24]1[CH:33]=[CH:32][CH:31]=[CH:30][C:25]=1[C:20](=[O:22])[CH2:19][C:16]1[CH:15]=[CH:14][C:13]([O:12][CH3:11])=[CH:18][CH:17]=1. (3) Given the reactants [Si]([O:18][C:19]1[CH:57]=[CH:56][C:22]([O:23][CH2:24][C@@H:25]([OH:55])[CH2:26][NH:27][CH2:28][CH2:29][C:30]2[CH:54]=[CH:53][C:33]([NH:34][CH:35]3[CH2:40][CH2:39][N:38]([C:41]([NH:43][CH2:44][C:45]4[CH:50]=[C:49]([F:51])[CH:48]=[CH:47][C:46]=4[F:52])=[O:42])[CH2:37][CH2:36]3)=[CH:32][CH:31]=2)=[CH:21][CH:20]=1)(C(C)(C)C)(C1C=CC=CC=1)C1C=CC=CC=1, predict the reaction product. The product is: [F:52][C:46]1[CH:47]=[CH:48][C:49]([F:51])=[CH:50][C:45]=1[CH2:44][NH:43][C:41]([N:38]1[CH2:39][CH2:40][CH:35]([NH:34][C:33]2[CH:53]=[CH:54][C:30]([CH2:29][CH2:28][NH:27][CH2:26][C@H:25]([OH:55])[CH2:24][O:23][C:22]3[CH:21]=[CH:20][C:19]([OH:18])=[CH:57][CH:56]=3)=[CH:31][CH:32]=2)[CH2:36][CH2:37]1)=[O:42]. (4) Given the reactants [NH2:1][CH2:2][CH:3]([OH:32])[CH2:4][NH:5][C:6](=[O:31])[C:7]1[CH:12]=[CH:11][C:10]([C:13]2[CH2:17][C:16]([C:22]3[CH:27]=[C:26]([Cl:28])[CH:25]=[C:24]([Cl:29])[CH:23]=3)([C:18]([F:21])([F:20])[F:19])[O:15][N:14]=2)=[CH:9][C:8]=1[CH3:30].N1C=CC=CC=1.[S:39](Cl)(Cl)=[O:40].Cl, predict the reaction product. The product is: [Cl:28][C:26]1[CH:27]=[C:22]([C:16]2([C:18]([F:20])([F:21])[F:19])[O:15][N:14]=[C:13]([C:10]3[CH:11]=[CH:12][C:7]([C:6]([NH:5][CH2:4][CH:3]4[O:32][S:39](=[O:40])[NH:1][CH2:2]4)=[O:31])=[C:8]([CH3:30])[CH:9]=3)[CH2:17]2)[CH:23]=[C:24]([Cl:29])[CH:25]=1. (5) Given the reactants BrC1C2C(S([Cl:15])(=O)=O)=CC=CC=2C=NC=1.C(OC(N[C@H]1CCNC1)=O)(C)(C)C.C(OC([NH:36][CH2:37][CH:38]1[CH2:43][CH2:42][CH2:41][CH2:40][N:39]1[S:44]([C:47]1[C:48]2[C:49]([Cl:57])=[CH:50][N:51]=[CH:52][C:53]=2[CH:54]=[CH:55][CH:56]=1)(=[O:46])=[O:45])=O)(C)(C)C, predict the reaction product. The product is: [NH2:36][CH2:37][CH:38]1[CH2:43][CH2:42][CH2:41][CH2:40][N:39]1[S:44]([C:47]1[C:48]2[C:49]([Cl:57])=[CH:50][N:51]=[CH:52][C:53]=2[CH:54]=[CH:55][CH:56]=1)(=[O:46])=[O:45].[ClH:15]. (6) Given the reactants [CH2:1]1[C:13]2[NH:12][C:11]3[C:6](=[CH:7][CH:8]=[CH:9][CH:10]=3)[C:5]=2[CH2:4][CH2:3][N:2]1[C:14]([C:16]1([CH3:31])[CH2:20][CH:19]2[CH:21]([CH3:30])[C:22]([N+:27]([O-])=O)=[C:23]([CH3:26])[C:24]([CH3:25])=[C:18]2[O:17]1)=[O:15].[Cl-].[Ca+2].[Cl-], predict the reaction product. The product is: [NH2:27][C:22]1[C:23]([CH3:26])=[C:24]([CH3:25])[C:18]2[O:17][C:16]([C:14]([N:2]3[CH2:3][CH2:4][C:5]4[C:6]5[C:11](=[CH:10][CH:9]=[CH:8][CH:7]=5)[NH:12][C:13]=4[CH2:1]3)=[O:15])([CH3:31])[CH2:20][C:19]=2[C:21]=1[CH3:30]. (7) Given the reactants S(=O)(=O)(O)O.[N:6]1([C:12]2[CH:20]=[CH:19][CH:18]=[CH:17][C:13]=2[C:14](O)=[O:15])[CH2:11][CH2:10][NH:9][CH2:8][CH2:7]1.B, predict the reaction product. The product is: [N:6]1([C:12]2[CH:20]=[CH:19][CH:18]=[CH:17][C:13]=2[CH2:14][OH:15])[CH2:11][CH2:10][NH:9][CH2:8][CH2:7]1.